From a dataset of Reaction yield outcomes from USPTO patents with 853,638 reactions. Predict the reaction yield, written as a fraction of the theoretical maximum amount of product (1.0 means a 100% yield; for example, 0.34 means a 34% yield). (1) The reactants are [Cl:1][C:2]1[CH:8]=[C:7]([O:9][C:10]2[C:19]3[C:14](=[CH:15][C:16]([O:22][CH3:23])=[C:17]([O:20][CH3:21])[CH:18]=3)[N:13]=[CH:12][CH:11]=2)[CH:6]=[CH:5][C:3]=1[NH2:4].[C:24]1([CH3:33])[C:25]([N:30]=[C:31]=[O:32])=[CH:26][CH:27]=[CH:28][CH:29]=1.CO. The catalyst is C(Cl)(Cl)Cl. The product is [Cl:1][C:2]1[CH:8]=[C:7]([O:9][C:10]2[C:19]3[C:14](=[CH:15][C:16]([O:22][CH3:23])=[C:17]([O:20][CH3:21])[CH:18]=3)[N:13]=[CH:12][CH:11]=2)[CH:6]=[CH:5][C:3]=1[NH:4][C:31]([NH:30][C:25]1[CH:26]=[CH:27][CH:28]=[CH:29][C:24]=1[CH3:33])=[O:32]. The yield is 0.340. (2) The reactants are [CH3:1][O:2][C:3]1[CH:4]=[C:5]2[C:10](=[CH:11][C:12]=1[O:13][CH3:14])[N:9]=[CH:8][CH:7]=[C:6]2[O:15][C:16]1[CH:22]=[CH:21][C:19]([NH2:20])=[C:18]([CH3:23])[C:17]=1[CH3:24].ClC(Cl)(O[C:29](=[O:35])[O:30][C:31](Cl)(Cl)Cl)Cl.OC[CH2:39][N:40]1[C:48](=[O:49])[C:47]2[C:42](=[CH:43][CH:44]=[CH:45][CH:46]=2)[C:41]1=[O:50].C(=O)(O)[O-].[Na+]. The catalyst is C(Cl)Cl.C(N(CC)CC)C.C1(C)C=CC=CC=1. The product is [CH3:1][O:2][C:3]1[CH:4]=[C:5]2[C:10](=[CH:11][C:12]=1[O:13][CH3:14])[N:9]=[CH:8][CH:7]=[C:6]2[O:15][C:16]1[CH:22]=[CH:21][C:19]([NH:20][C:29](=[O:35])[O:30][CH2:31][CH2:39][N:40]2[C:48](=[O:49])[C:47]3[C:42](=[CH:43][CH:44]=[CH:45][CH:46]=3)[C:41]2=[O:50])=[C:18]([CH3:23])[C:17]=1[CH3:24]. The yield is 0.240. (3) The reactants are [C:1]([C:5]1[O:9][N:8]=[C:7]([NH:10][C:11]([NH:13][C:14]2[CH:19]=[CH:18][CH:17]=[C:16]([OH:20])[CH:15]=2)=[O:12])[CH:6]=1)([CH3:4])([CH3:3])[CH3:2].[CH2:21]([O:28][C:29]1[CH:38]=[C:37]2[C:32]([C:33](Cl)=[N:34][CH:35]=[N:36]2)=[CH:31][CH:30]=1)[C:22]1[CH:27]=[CH:26][CH:25]=[CH:24][CH:23]=1.C(=O)([O-])[O-].[Cs+].[Cs+]. The catalyst is O1CCCC1. The product is [CH2:21]([O:28][C:29]1[CH:38]=[C:37]2[C:32]([C:33]([O:20][C:16]3[CH:15]=[C:14]([NH:13][C:11]([NH:10][C:7]4[CH:6]=[C:5]([C:1]([CH3:4])([CH3:2])[CH3:3])[O:9][N:8]=4)=[O:12])[CH:19]=[CH:18][CH:17]=3)=[N:34][CH:35]=[N:36]2)=[CH:31][CH:30]=1)[C:22]1[CH:23]=[CH:24][CH:25]=[CH:26][CH:27]=1. The yield is 0.380. (4) The catalyst is C(OCC)(=O)C. The product is [Cl-:1].[C:13]([NH:12][C:9]1[CH:10]=[CH:11][C:6]([O:5][C:3](=[O:4])[CH2:2][N+:16]2[CH:21]=[CH:20][CH:19]=[CH:18][CH:17]=2)=[CH:7][CH:8]=1)(=[O:15])[CH3:14]. The yield is 0.970. The reactants are [Cl:1][CH2:2][C:3]([O:5][C:6]1[CH:11]=[CH:10][C:9]([NH:12][C:13](=[O:15])[CH3:14])=[CH:8][CH:7]=1)=[O:4].[N:16]1[CH:21]=[CH:20][CH:19]=[CH:18][CH:17]=1. (5) The product is [Br:15][C:13]1[CH:14]=[C:9]2[C:10](=[CH:11][CH:12]=1)[N:16]=[C:17]([C:18]([O:20][CH2:21][CH3:22])=[O:19])[N:5]=[C:6]2[CH3:7]. The yield is 0.490. The catalyst is C(O)(=O)C. The reactants are C([O-])(=O)C.[NH4+:5].[C:6]([C:9]1[CH:14]=[C:13]([Br:15])[CH:12]=[CH:11][C:10]=1[NH:16][C:17](=O)[C:18]([O:20][CH2:21][CH3:22])=[O:19])(=O)[CH3:7].